From a dataset of Full USPTO retrosynthesis dataset with 1.9M reactions from patents (1976-2016). Predict the reactants needed to synthesize the given product. (1) Given the product [Cl:16][C:6]1[CH:7]=[C:8]([C:12]([O:14][CH3:15])=[O:13])[C:9]2[C:10]([CH3:11])=[C:2]([CH3:20])[N:3]([CH:17]([CH3:19])[CH3:18])[C:4]=2[CH:5]=1, predict the reactants needed to synthesize it. The reactants are: Br[C:2]1[N:3]([CH:17]([CH3:19])[CH3:18])[C:4]2[CH:5]=[C:6]([Cl:16])[CH:7]=[C:8]([C:12]([O:14][CH3:15])=[O:13])[C:9]=2[C:10]=1[CH3:11].[CH3:20]B1OB(C)OB(C)O1.C(=O)([O-])[O-].[K+].[K+].CCOC(C)=O. (2) Given the product [Br:28][C:29]1[CH:34]=[CH:33][C:32]([S:35]([NH:13][C:6]2[C:7]3[C:12](=[CH:11][CH:10]=[CH:9][CH:8]=3)[C:3]([O:2][CH3:1])=[C:4]([S:22][CH2:23][CH2:24][OH:25])[CH:5]=2)(=[O:37])=[O:36])=[CH:31][CH:30]=1, predict the reactants needed to synthesize it. The reactants are: [CH3:1][O:2][C:3]1[C:12]2[C:7](=[CH:8][CH:9]=[CH:10][CH:11]=2)[C:6]([NH:13]S(C2SC=CC=2)(=O)=O)=[CH:5][C:4]=1[S:22][CH2:23][C:24](OC)=[O:25].[Br:28][C:29]1[CH:34]=[CH:33][C:32]([S:35](Cl)(=[O:37])=[O:36])=[CH:31][CH:30]=1. (3) Given the product [CH3:1][O:2][C:3]([C:5]1([NH:14][C:15](=[O:36])[C:16]2[CH:21]=[CH:20][C:19]([O:22][CH3:23])=[C:18]([O:24][CH2:25][CH2:26][C:27]3[CH:32]=[CH:31][CH:30]=[C:29]([CH2:33][CH2:34][N:70]=[N+:71]=[N-:72])[CH:28]=3)[CH:17]=2)[CH2:13][C:12]2[C:7](=[CH:8][CH:9]=[CH:10][CH:11]=2)[CH2:6]1)=[O:4], predict the reactants needed to synthesize it. The reactants are: [CH3:1][O:2][C:3]([C:5]1([NH:14][C:15](=[O:36])[C:16]2[CH:21]=[CH:20][C:19]([O:22][CH3:23])=[C:18]([O:24][CH2:25][CH2:26][C:27]3[CH:32]=[CH:31][CH:30]=[C:29]([CH2:33][CH2:34]O)[CH:28]=3)[CH:17]=2)[CH2:13][C:12]2[C:7](=[CH:8][CH:9]=[CH:10][CH:11]=2)[CH2:6]1)=[O:4].C1(P(C2C=CC=CC=2)C2C=CC=CC=2)C=CC=CC=1.C1(P([N:70]=[N+:71]=[N-:72])(C2C=CC=CC=2)=O)C=CC=CC=1.CC(OC(/N=N/C(OC(C)C)=O)=O)C. (4) The reactants are: N1(C(=S)NC2[S:9][C:10]3[CH:16]=[C:15]([NH:17][C:18](=[O:20])[CH3:19])[CH:14]=[CH:13][C:11]=3[N:12]=2)C=CN=C1.[CH2:22]([N:24]([CH2:27][CH3:28])[CH2:25][CH3:26])[CH3:23].[CH:29]([N:32]=C=NC(C)C)(C)C.[CH:38](Cl)(Cl)Cl.C[N:43]([CH3:46])[CH:44]=[O:45]. Given the product [N:24]12[CH2:27][CH2:28][CH:38]([CH2:26][CH2:25]1)[C@@:23]1([O:45][C:44]([NH:43][C:46]3[S:9][C:10]4[CH:16]=[C:15]([NH:17][C:18](=[O:20])[CH3:19])[CH:14]=[CH:13][C:11]=4[N:12]=3)=[N:32][CH2:29]1)[CH2:22]2, predict the reactants needed to synthesize it. (5) Given the product [C:19]([O:23][C:24](=[O:25])[CH2:26][CH2:27][C:28]1[O:29][C:30]([C:36]2[CH:37]=[CH:38][CH:39]=[CH:40][CH:41]=2)=[C:31]([C:33](=[O:34])[NH:18][C:16]2[CH:15]=[N:14][N:13]([CH2:12][C:10]3[O:11][C:7]([C:2](=[O:6])[CH3:1])=[CH:8][CH:9]=3)[N:17]=2)[N:32]=1)([CH3:22])([CH3:20])[CH3:21], predict the reactants needed to synthesize it. The reactants are: [CH3:1][C:2]1([C:7]2[O:11][C:10]([CH2:12][N:13]3[N:17]=[C:16]([NH2:18])[CH:15]=[N:14]3)=[CH:9][CH:8]=2)[O:6]CCO1.[C:19]([O:23][C:24]([CH2:26][CH2:27][C:28]1[O:29][C:30]([C:36]2[CH:41]=[CH:40][CH:39]=[CH:38][CH:37]=2)=[C:31]([C:33](O)=[O:34])[N:32]=1)=[O:25])([CH3:22])([CH3:21])[CH3:20]. (6) The reactants are: [CH:1]([N:4]1[C:8]([C:9]2[N:10]=[C:11]3[C:17]4[CH:18]=[CH:19][C:20]([CH:22]([CH3:27])[C:23]([O:25]C)=[O:24])=[CH:21][C:16]=4[O:15][CH2:14][CH2:13][N:12]3[CH:28]=2)=[N:7][CH:6]=[N:5]1)([CH3:3])[CH3:2].[OH-].[Li+]. Given the product [CH:1]([N:4]1[C:8]([C:9]2[N:10]=[C:11]3[C:17]4[CH:18]=[CH:19][C:20]([CH:22]([CH3:27])[C:23]([OH:25])=[O:24])=[CH:21][C:16]=4[O:15][CH2:14][CH2:13][N:12]3[CH:28]=2)=[N:7][CH:6]=[N:5]1)([CH3:3])[CH3:2], predict the reactants needed to synthesize it.